This data is from Peptide-MHC class I binding affinity with 185,985 pairs from IEDB/IMGT. The task is: Regression. Given a peptide amino acid sequence and an MHC pseudo amino acid sequence, predict their binding affinity value. This is MHC class I binding data. (1) The peptide sequence is EYRKILRQR. The MHC is HLA-B51:01 with pseudo-sequence HLA-B51:01. The binding affinity (normalized) is 0. (2) The binding affinity (normalized) is 1.00. The MHC is Mamu-A01 with pseudo-sequence Mamu-A01. The peptide sequence is KTTQCMNIM. (3) The peptide sequence is YSDGNLHLL. The MHC is HLA-A02:01 with pseudo-sequence HLA-A02:01. The binding affinity (normalized) is 0.697. (4) The peptide sequence is MPLKKQILF. The MHC is HLA-B35:01 with pseudo-sequence HLA-B35:01. The binding affinity (normalized) is 1.00.